Dataset: Full USPTO retrosynthesis dataset with 1.9M reactions from patents (1976-2016). Task: Predict the reactants needed to synthesize the given product. (1) Given the product [N:11]1([CH2:10][C:7]2[N:8]=[CH:9][C:4]([NH2:1])=[CH:5][CH:6]=2)[CH2:15][CH2:14][CH2:13][CH2:12]1, predict the reactants needed to synthesize it. The reactants are: [N+:1]([C:4]1[CH:5]=[CH:6][C:7]([CH2:10][N:11]2[CH2:15][CH2:14][CH2:13][CH2:12]2)=[N:8][CH:9]=1)([O-])=O. (2) Given the product [CH3:1][CH:2]([CH2:6][CH3:7])[C:3]([O:5][C:9]([CH3:12])([CH3:10])[CH3:8])=[O:4], predict the reactants needed to synthesize it. The reactants are: [CH3:1][CH:2]([CH2:6][CH3:7])[C:3]([OH:5])=[O:4].[CH3:8][C:9]([CH3:12])([O-])[CH3:10].[K+].C(O)C(N)(CO)CO. (3) Given the product [CH3:25][O:24][C:14]1[CH:13]=[C:12]([NH:11][C:4]2[C:5]3[N:6]([CH:8]=[CH:9][N:10]=3)[CH:7]=[C:2]([C:30]3[S:26][C:27]([C:31]([OH:34])([CH3:33])[CH3:32])=[N:28][CH:29]=3)[N:3]=2)[CH:17]=[CH:16][C:15]=1[N:18]1[CH2:23][CH2:22][O:21][CH2:20][CH2:19]1, predict the reactants needed to synthesize it. The reactants are: Br[C:2]1[N:3]=[C:4]([NH:11][C:12]2[CH:17]=[CH:16][C:15]([N:18]3[CH2:23][CH2:22][O:21][CH2:20][CH2:19]3)=[C:14]([O:24][CH3:25])[CH:13]=2)[C:5]2[N:6]([CH:8]=[CH:9][N:10]=2)[CH:7]=1.[S:26]1[CH:30]=[CH:29][N:28]=[C:27]1[C:31]([OH:34])([CH3:33])[CH3:32].C1(P(C2CCCCC2)C2CCCCC2)CCCCC1.[H+].[B-](F)(F)(F)F.C(=O)([O-])[O-].[K+].[K+].C1(C(O)=C([N+]([O-])=O)C=C([N+]([O-])=O)C=1)[N+]([O-])=O. (4) Given the product [CH:23]([N:20]1[CH2:19][CH2:18][N:17]([C:8]2[CH:7]=[C:6]([CH:11]=[C:10]([O:12][C:13]([F:16])([F:15])[F:14])[CH:9]=2)[CH:2]=[O:1])[CH2:22][CH2:21]1)([CH3:25])[CH3:24], predict the reactants needed to synthesize it. The reactants are: [O:1]1CCO[CH:2]1[C:6]1[CH:7]=[C:8]([N:17]2[CH2:22][CH2:21][N:20]([CH:23]([CH3:25])[CH3:24])[CH2:19][CH2:18]2)[CH:9]=[C:10]([O:12][C:13]([F:16])([F:15])[F:14])[CH:11]=1.C(O)=O. (5) Given the product [C:1]([C:3](=[C:9]([C:16]1[CH:17]=[CH:18][CH:19]=[CH:20][CH:21]=1)[C:10]1[CH:11]=[CH:12][CH:13]=[CH:14][CH:15]=1)[C:4]([O:6][CH:7]1[CH2:24][CH2:23][CH2:22][CH2:27][CH2:8]1)=[O:5])#[N:2], predict the reactants needed to synthesize it. The reactants are: [C:1]([C:3](=[C:9]([C:16]1[CH:21]=[CH:20][CH:19]=[CH:18][CH:17]=1)[C:10]1[CH:15]=[CH:14][CH:13]=[CH:12][CH:11]=1)[C:4]([O:6][CH2:7][CH3:8])=[O:5])#[N:2].[CH:22]1(O)[CH2:27]CC[CH2:24][CH2:23]1.C([O-])([O-])=O.[Na+].[Na+]. (6) Given the product [F:1][C:2]1[CH:3]=[C:4]([CH:18]=[CH:19][C:20]=1[CH3:21])[O:5][C:6]1[CH:7]=[CH:8][C:9]2[N:13]=[C:12]([CH2:14][O:15][C:23]3[CH:24]=[C:25]([CH:30]=[CH:31][CH:32]=3)[C:26]([O:28][CH3:29])=[O:27])[N:11]([CH3:16])[C:10]=2[CH:17]=1, predict the reactants needed to synthesize it. The reactants are: [F:1][C:2]1[CH:3]=[C:4]([CH:18]=[CH:19][C:20]=1[CH3:21])[O:5][C:6]1[CH:7]=[CH:8][C:9]2[N:13]=[C:12]([CH2:14][OH:15])[N:11]([CH3:16])[C:10]=2[CH:17]=1.O[C:23]1[CH:24]=[C:25]([CH:30]=[CH:31][CH:32]=1)[C:26]([O:28][CH3:29])=[O:27].C(P(CCCC)CCCC)CCC.N(C(N1CCCCC1)=O)=NC(N1CCCCC1)=O. (7) Given the product [Cl:1][C:2]1[CH:3]=[C:4]([C:8]2[C:12]([CH2:13][O:14][C:15]3[N:16]=[CH:17][C:18]([C:19]([N:56]4[CH2:61][CH2:60][S:59](=[O:63])(=[O:62])[CH2:58][CH2:57]4)=[O:21])=[CH:22][CH:23]=3)=[C:11]([CH3:24])[O:10][N:9]=2)[CH:5]=[CH:6][CH:7]=1, predict the reactants needed to synthesize it. The reactants are: [Cl:1][C:2]1[CH:3]=[C:4]([C:8]2[C:12]([CH2:13][O:14][C:15]3[CH:23]=[CH:22][C:18]([C:19]([OH:21])=O)=[CH:17][N:16]=3)=[C:11]([CH3:24])[O:10][N:9]=2)[CH:5]=[CH:6][CH:7]=1.F[B-](F)(F)F.N1(OC(N(C)C)=[N+](C)C)C2C=CC=CC=2N=N1.C(N(CC)C(C)C)(C)C.[NH:56]1[CH2:61][CH2:60][S:59](=[O:63])(=[O:62])[CH2:58][CH2:57]1. (8) Given the product [Cl:17][C:18]1[C:25]([CH3:26])=[C:24]([N:9]2[C:8](=[O:13])[C:7]3([CH2:14][CH2:15][CH2:16][CH:6]3[CH2:5][O:4][CH2:3][O:2][CH3:1])[NH:11][C:10]2=[O:12])[CH:23]=[CH:22][C:19]=1[C:20]#[N:21], predict the reactants needed to synthesize it. The reactants are: [CH3:1][O:2][CH2:3][O:4][CH2:5][CH:6]1[CH2:16][CH2:15][CH2:14][C:7]21[NH:11][C:10](=[O:12])[NH:9][C:8]2=[O:13].[Cl:17][C:18]1[C:25]([CH3:26])=[C:24](I)[CH:23]=[CH:22][C:19]=1[C:20]#[N:21]. (9) The reactants are: [CH3:1][O:2][C:3]1[CH:4]=[C:5]([CH2:9][C:10]([OH:12])=O)[CH:6]=[CH:7][CH:8]=1.Cl.CN(C)CCCN=C=NCC.C1C=CC2N(O)N=NC=2C=1.[C:35]([O:39][C:40](=[O:61])[C:41]1[CH:46]=[CH:45][C:44]([CH2:47][N:48]2[C:57](=[O:58])[C:56]3[C:51](=[CH:52][C:53](F)=[C:54]([NH2:59])[CH:55]=3)[N:50]=[CH:49]2)=[CH:43][CH:42]=1)([CH3:38])([CH3:37])[CH3:36].C([O-])(O)=O.[Na+]. Given the product [C:35]([O:39][C:40](=[O:61])[C:41]1[CH:46]=[CH:45][C:44]([CH2:47][N:48]2[C:57](=[O:58])[C:56]3[C:51](=[CH:52][CH:53]=[C:54]([NH:59][C:10](=[O:12])[CH2:9][C:5]4[CH:6]=[CH:7][CH:8]=[C:3]([O:2][CH3:1])[CH:4]=4)[CH:55]=3)[N:50]=[CH:49]2)=[CH:43][CH:42]=1)([CH3:38])([CH3:36])[CH3:37], predict the reactants needed to synthesize it.